Dataset: Forward reaction prediction with 1.9M reactions from USPTO patents (1976-2016). Task: Predict the product of the given reaction. (1) Given the reactants [F:1][CH:2]([F:6])[C:3]([CH3:5])=[O:4].[H-].[Li+].[C:9]([O:16][CH2:17][CH3:18])(=[O:15])[C:10]([O:12][CH2:13][CH3:14])=[O:11].C(O)(=O)C.C([O-])(=O)C.[Cu+2:27].C([O-])(=O)C, predict the reaction product. The product is: [CH2:13]([O:12][C:10](=[O:11])[C:9](=[O:15])[CH:5]=[C:3]([O-:4])[CH:2]([F:6])[F:1])[CH3:14].[Cu+2:27].[CH2:17]([O:16][C:9](=[O:15])[C:10](=[O:12])[CH:5]=[C:3]([O-:4])[CH:2]([F:6])[F:1])[CH3:18]. (2) Given the reactants NOC1[CH2:8][CH2:7][CH2:6][CH2:5]O1.C1CN([P+](ON2N=[N:33][C:28]3[CH:29]=[CH:30][CH:31]=[CH:32][C:27]2=3)(N2CCCC2)N2CCCC2)CC1.F[P-](F)(F)(F)(F)F.[C:42]1([S:48](Cl)(=[O:50])=[O:49])[CH:47]=[CH:46][CH:45]=[CH:44][CH:43]=1.[OH-].[K+].C(O)(C(F)(F)F)=[O:55].C[N:62]([CH:64]=[O:65])C, predict the reaction product. The product is: [C:42]1([S:48]([N:33]2[C:28]3[C:27](=[CH:32][CH:31]=[CH:30][CH:29]=3)[C:6]([CH:7]=[CH:8][C:64]([NH:62][OH:55])=[O:65])=[CH:5]2)(=[O:50])=[O:49])[CH:47]=[CH:46][CH:45]=[CH:44][CH:43]=1. (3) Given the reactants [CH3:1][O:2][C:3]1[CH:8]=[CH:7][N:6]=[C:5]([CH2:9][CH2:10][C:11]2[NH:20][C:14]3=[N:15][CH:16]=[C:17](I)[CH:18]=[C:13]3[N:12]=2)[CH:4]=1.[CH2:21]([O:28][C:29]1[CH:34]=[CH:33][C:32](B(O)O)=[CH:31][C:30]=1[F:38])[C:22]1[CH:27]=[CH:26][CH:25]=[CH:24][CH:23]=1.C(=O)([O-])[O-].[K+].[K+].[Cl-].[Li+], predict the reaction product. The product is: [CH3:1][O:2][C:3]1[CH:8]=[CH:7][N:6]=[C:5]([CH2:9][CH2:10][C:11]2[N:20]([C:32]3[CH:33]=[CH:34][C:29]([O:28][CH2:21][C:22]4[CH:23]=[CH:24][CH:25]=[CH:26][CH:27]=4)=[C:30]([F:38])[CH:31]=3)[C:14]3=[N:15][CH:16]=[CH:17][CH:18]=[C:13]3[N:12]=2)[CH:4]=1. (4) Given the reactants [CH2:1]([CH:9]([CH2:16][CH2:17][CH2:18][CH2:19][CH2:20][CH2:21][CH2:22][CH3:23])[CH2:10][C:11]([O:13]CC)=[O:12])[CH2:2][CH2:3][CH2:4][CH2:5][CH2:6][CH2:7][CH3:8].[OH-].[Na+].Cl, predict the reaction product. The product is: [CH2:16]([CH:9]([CH2:1][CH2:2][CH2:3][CH2:4][CH2:5][CH2:6][CH2:7][CH3:8])[CH2:10][C:11]([OH:13])=[O:12])[CH2:17][CH2:18][CH2:19][CH2:20][CH2:21][CH2:22][CH3:23]. (5) The product is: [C:15]([CH2:16][C@H:17]1[CH2:18][CH2:19][C@H:20]([C:23]2[CH:24]=[CH:25][C:26]([NH:29][C:30]([C:32]3[O:33][C:34]([NH:37][C:38]4[CH:43]=[CH:42][CH:41]=[CH:40][C:39]=4[F:44])=[N:35][N:36]=3)=[O:31])=[CH:27][CH:28]=2)[CH2:21][CH2:22]1)#[N:14]. Given the reactants FC(F)(F)C(OC(=O)C(F)(F)F)=O.[NH2:14][C:15](=O)[CH2:16][C@H:17]1[CH2:22][CH2:21][C@H:20]([C:23]2[CH:28]=[CH:27][C:26]([NH:29][C:30]([C:32]3[O:33][C:34]([NH:37][C:38]4[CH:43]=[CH:42][CH:41]=[CH:40][C:39]=4[F:44])=[N:35][N:36]=3)=[O:31])=[CH:25][CH:24]=2)[CH2:19][CH2:18]1.N1C=CC=CC=1, predict the reaction product. (6) Given the reactants [CH3:1][C:2]1[C:3]([NH:8][C:9]([C:11]2[CH:15]=[CH:14][NH:13][N:12]=2)=[O:10])=[N:4][CH:5]=[CH:6][CH:7]=1.[N:16]([CH2:19][CH2:20][CH2:21][CH2:22][CH2:23][C:24]([O:26][CH2:27][CH3:28])=[O:25])=[C:17]=[O:18], predict the reaction product. The product is: [CH2:27]([O:26][C:24](=[O:25])[CH2:23][CH2:22][CH2:21][CH2:20][CH2:19][NH:16][C:17]([N:13]1[CH:14]=[CH:15][C:11]([C:9](=[O:10])[NH:8][C:3]2[C:2]([CH3:1])=[CH:7][CH:6]=[CH:5][N:4]=2)=[N:12]1)=[O:18])[CH3:28]. (7) Given the reactants [CH2:1]([O:3][C:4]1[C:8]([CH2:9][CH2:10][CH2:11][OH:12])=[CH:7][N:6]([C:13]2[CH:18]=[CH:17][C:16]([C:19]([F:22])([F:21])[F:20])=[CH:15][N:14]=2)[N:5]=1)[CH3:2].O[C:24]1[CH:28]=[C:27]([CH2:29][C:30]([O:32]C)=[O:31])[N:26]([CH3:34])[N:25]=1.C(P(CCCC)CCCC)CCC.N(C(N1CCCCC1)=O)=NC(N1CCCCC1)=O, predict the reaction product. The product is: [CH2:1]([O:3][C:4]1[C:8]([CH2:9][CH2:10][CH2:11][O:12][C:24]2[CH:28]=[C:27]([CH2:29][C:30]([OH:32])=[O:31])[N:26]([CH3:34])[N:25]=2)=[CH:7][N:6]([C:13]2[CH:18]=[CH:17][C:16]([C:19]([F:21])([F:20])[F:22])=[CH:15][N:14]=2)[N:5]=1)[CH3:2].